From a dataset of Forward reaction prediction with 1.9M reactions from USPTO patents (1976-2016). Predict the product of the given reaction. (1) Given the reactants Br[C:2]1[CH:3]=[C:4]2[C:8](=[CH:9][CH:10]=1)[N:7]([CH2:11][O:12][CH:13]([Si:15]([CH3:18])([CH3:17])[CH3:16])[CH3:14])[N:6]=[C:5]2[CH3:19].C([O-])(=O)C.[K+].[B:25]1([B:25]2[O:29][C:28]([CH3:31])([CH3:30])[C:27]([CH3:33])([CH3:32])[O:26]2)[O:29][C:28]([CH3:31])([CH3:30])[C:27]([CH3:33])([CH3:32])[O:26]1.C(OCC)(=O)C, predict the reaction product. The product is: [CH3:19][C:5]1[C:4]2[C:8](=[CH:9][CH:10]=[C:2]([B:25]3[O:29][C:28]([CH3:31])([CH3:30])[C:27]([CH3:33])([CH3:32])[O:26]3)[CH:3]=2)[N:7]([CH2:11][O:12][CH:13]([Si:15]([CH3:18])([CH3:17])[CH3:16])[CH3:14])[N:6]=1. (2) Given the reactants [Cl:1][C:2]1[CH:7]=[CH:6][CH:5]=[C:4]([Cl:8])[C:3]=1[C:9]1[NH:10][C:11]2[C:16]([CH:17]=1)=[CH:15][CH:14]=[C:13]([C:18](O)=[O:19])[CH:12]=2.[Br:21][C:22]1[N:27]=[C:26]2[S:28][C:29]([NH2:31])=[N:30][C:25]2=[CH:24][CH:23]=1, predict the reaction product. The product is: [Br:21][C:22]1[N:27]=[C:26]2[S:28][C:29]([NH:31][C:18]([C:13]3[CH:12]=[C:11]4[C:16]([CH:17]=[C:9]([C:3]5[C:4]([Cl:8])=[CH:5][CH:6]=[CH:7][C:2]=5[Cl:1])[NH:10]4)=[CH:15][CH:14]=3)=[O:19])=[N:30][C:25]2=[CH:24][CH:23]=1. (3) Given the reactants [CH2:1]([O:8][CH2:9][CH2:10][CH2:11][CH2:12][C@H:13]([NH:17][C:18]([O:20][CH2:21][CH:22]1[C:34]2[CH:33]=[CH:32][CH:31]=[CH:30][C:29]=2[C:28]2[C:23]1=[CH:24][CH:25]=[CH:26][CH:27]=2)=[O:19])[C:14](O)=[O:15])[C:2]1[CH:7]=[CH:6][CH:5]=[CH:4][CH:3]=1.[CH:35]1([O:39][C:40]([N:42]2[CH2:47][CH2:46][NH:45][CH2:44][CH2:43]2)=[O:41])[CH2:38][CH2:37][CH2:36]1.C(N1CCOCC1)C.[B-](F)(F)(F)F.CCOC(C(C#N)=NOC(N(C)C)=[N+](C)C)=O, predict the reaction product. The product is: [CH:35]1([O:39][C:40]([N:42]2[CH2:47][CH2:46][N:45]([C:14](=[O:15])[C@@H:13]([NH:17][C:18]([O:20][CH2:21][CH:22]3[C:23]4[CH:24]=[CH:25][CH:26]=[CH:27][C:28]=4[C:29]4[C:34]3=[CH:33][CH:32]=[CH:31][CH:30]=4)=[O:19])[CH2:12][CH2:11][CH2:10][CH2:9][O:8][CH2:1][C:2]3[CH:7]=[CH:6][CH:5]=[CH:4][CH:3]=3)[CH2:44][CH2:43]2)=[O:41])[CH2:38][CH2:37][CH2:36]1. (4) Given the reactants [CH2:1]([N:3]1[CH:7]=[C:6]([CH3:8])[CH:5]=[N:4]1)[CH3:2].C([Li])CCC.C(O[B:18]1[O:22][C:21]([CH3:24])([CH3:23])[C:20]([CH3:26])([CH3:25])[O:19]1)(C)C, predict the reaction product. The product is: [CH2:1]([N:3]1[C:7]([B:18]2[O:22][C:21]([CH3:24])([CH3:23])[C:20]([CH3:26])([CH3:25])[O:19]2)=[C:6]([CH3:8])[CH:5]=[N:4]1)[CH3:2]. (5) Given the reactants [CH3:1][N:2]1[C:10]2[C:5](=[CH:6][C:7]([S:11]([N:14]3[CH2:18][CH2:17][CH2:16][C@H:15]3[CH2:19][O:20][C:21]3[CH:26]=[CH:25][CH:24]=[CH:23][CH:22]=3)(=[O:13])=[O:12])=[CH:8][CH:9]=2)[C:4](=[O:27])[C:3]1=[O:28].[F:29][C:30]1[CH:37]=[CH:36][C:33](CBr)=[CH:32][CH:31]=1, predict the reaction product. The product is: [F:29][C:30]1[CH:37]=[CH:36][C:33]([CH2:1][N:2]2[C:10]3[C:5](=[CH:6][C:7]([S:11]([N:14]4[CH2:18][CH2:17][CH2:16][C@H:15]4[CH2:19][O:20][C:21]4[CH:26]=[CH:25][CH:24]=[CH:23][CH:22]=4)(=[O:12])=[O:13])=[CH:8][CH:9]=3)[C:4](=[O:27])[C:3]2=[O:28])=[CH:32][CH:31]=1. (6) Given the reactants [CH:1]1[C:14]2[C:5](=[CH:6][C:7]3[C:12]([C:13]=2[C:15]2[CH:20]=[CH:19][C:18]([C:21]4[CH:30]=[N:29][C:28]5[C:23](=[CH:24][CH:25]=[CH:26][CH:27]=5)[N:22]=4)=[CH:17][CH:16]=2)=[CH:11][CH:10]=[CH:9][CH:8]=3)[CH:4]=[CH:3][CH:2]=1.[Br:31]N1C(=O)CCC1=O, predict the reaction product. The product is: [Br:31][C:6]1[C:7]2[C:12](=[CH:11][CH:10]=[CH:9][CH:8]=2)[C:13]([C:15]2[CH:16]=[CH:17][C:18]([C:21]3[CH:30]=[N:29][C:28]4[C:23](=[CH:24][CH:25]=[CH:26][CH:27]=4)[N:22]=3)=[CH:19][CH:20]=2)=[C:14]2[C:5]=1[CH:4]=[CH:3][CH:2]=[CH:1]2. (7) Given the reactants Cl.Cl.[NH2:3][CH2:4][C:5]1[CH:10]=[CH:9][C:8]([C:11]2[N:15]3[CH:16]=[CH:17][C:18]([C:20]4[CH:25]=[CH:24][C:23]([C:26]([N:28]5[CH2:33][CH2:32][N:31]([CH3:34])[CH2:30][CH2:29]5)=[O:27])=[CH:22][CH:21]=4)=[CH:19][C:14]3=[N:13][CH:12]=2)=[CH:7][CH:6]=1.[F:35][C:36]([F:47])([F:46])[C:37]1[CH:38]=[C:39]([N:43]=[C:44]=[O:45])[CH:40]=[CH:41][CH:42]=1.C(N(CC)CC)C, predict the reaction product. The product is: [CH3:34][N:31]1[CH2:32][CH2:33][N:28]([C:26]([C:23]2[CH:22]=[CH:21][C:20]([C:18]3[CH:17]=[CH:16][N:15]4[C:11]([C:8]5[CH:7]=[CH:6][C:5]([CH2:4][NH:3][C:44]([NH:43][C:39]6[CH:40]=[CH:41][CH:42]=[C:37]([C:36]([F:35])([F:46])[F:47])[CH:38]=6)=[O:45])=[CH:10][CH:9]=5)=[CH:12][N:13]=[C:14]4[CH:19]=3)=[CH:25][CH:24]=2)=[O:27])[CH2:29][CH2:30]1. (8) Given the reactants Br[CH2:2][C:3]([C:5]1[CH:6]=[N:7][C:8]([Br:11])=[CH:9][CH:10]=1)=O.[N:12]1[CH:17]=[CH:16][CH:15]=[CH:14][C:13]=1[C:18]([NH2:20])=[O:19].C([O-])(O)=O.[Na+], predict the reaction product. The product is: [Br:11][C:8]1[CH:9]=[CH:10][C:5]([C:3]2[N:20]=[C:18]([C:13]3[CH:14]=[CH:15][CH:16]=[CH:17][N:12]=3)[O:19][CH:2]=2)=[CH:6][N:7]=1.